Dataset: Forward reaction prediction with 1.9M reactions from USPTO patents (1976-2016). Task: Predict the product of the given reaction. (1) Given the reactants [NH2:1][C:2]1[CH:3]=[N:4][C:5]2[C:10]([CH:11]=1)=[CH:9][CH:8]=[CH:7][C:6]=2[Br:12].FC(F)(F)C([N:17]1[CH2:26][CH2:25][C:24]2[C:19](=[CH:20][C:21]([S:27](Cl)(=[O:29])=[O:28])=[CH:22][CH:23]=2)[CH2:18]1)=O.[OH-].[Na+].Cl.[C:36](OC(=O)C)(=[O:38])[CH3:37], predict the reaction product. The product is: [Br:12][C:6]1[CH:7]=[CH:8][CH:9]=[C:10]2[C:5]=1[N:4]=[CH:3][C:2]([N:1]([C:36](=[O:38])[CH3:37])[S:27]([C:21]1[CH:20]=[C:19]3[C:24]([CH2:25][CH2:26][NH:17][CH2:18]3)=[CH:23][CH:22]=1)(=[O:28])=[O:29])=[CH:11]2. (2) Given the reactants [Cl:1][C:2]1[CH:28]=[CH:27][CH:26]=[C:25]([Cl:29])[C:3]=1[C:4]([NH:6][C@H:7]([C:21]([O:23]C)=[O:22])[CH2:8][C:9]1[CH:14]=[CH:13][C:12]([C:15]2[CH2:16][CH2:17][NH:18][CH2:19][CH:20]=2)=[CH:11][CH:10]=1)=[O:5].[C:30]1([S:36](Cl)(=[O:38])=[O:37])[CH:35]=[CH:34][CH:33]=[CH:32][CH:31]=1, predict the reaction product. The product is: [Cl:29][C:25]1[CH:26]=[CH:27][CH:28]=[C:2]([Cl:1])[C:3]=1[C:4]([NH:6][C@H:7]([C:21]([OH:23])=[O:22])[CH2:8][C:9]1[CH:14]=[CH:13][C:12]([C:15]2[CH2:16][CH2:17][N:18]([S:36]([C:30]3[CH:35]=[CH:34][CH:33]=[CH:32][CH:31]=3)(=[O:38])=[O:37])[CH2:19][CH:20]=2)=[CH:11][CH:10]=1)=[O:5]. (3) The product is: [N:4]1[N:5]2[CH:10]=[CH:9][CH:8]=[CH:7][C:6]2=[C:2]([NH:1][C:21]([CH:18]2[CH2:20][CH2:19]2)=[O:22])[CH:3]=1. Given the reactants [NH2:1][C:2]1[CH:3]=[N:4][N:5]2[CH:10]=[CH:9][CH:8]=[CH:7][C:6]=12.C(N(CC)CC)C.[CH:18]1([C:21](Cl)=[O:22])[CH2:20][CH2:19]1.O, predict the reaction product. (4) Given the reactants [CH3:1][C:2]1[CH:3]=[CH:4][CH:5]=[C:6]2[C:10]=1[NH:9][CH:8]=[CH:7]2.Br[CH2:12][CH2:13][CH2:14][C:15]1[CH:20]=[CH:19][CH:18]=[CH:17][CH:16]=1, predict the reaction product. The product is: [CH3:1][C:2]1[CH:3]=[CH:4][CH:5]=[C:6]2[C:10]=1[N:9]([CH2:12][CH2:13][CH2:14][C:15]1[CH:20]=[CH:19][CH:18]=[CH:17][CH:16]=1)[CH:8]=[CH:7]2.